From a dataset of Reaction yield outcomes from USPTO patents with 853,638 reactions. Predict the reaction yield, written as a fraction of the theoretical maximum amount of product (1.0 means a 100% yield; for example, 0.34 means a 34% yield). (1) The reactants are [CH3:1][O:2][C:3](=[O:22])[C:4]1[CH:9]=[C:8]([CH:10]([OH:13])[CH2:11][CH3:12])[C:7]([C:14]([F:17])([F:16])[F:15])=[CH:6][C:5]=1[NH:18]C(=O)C.O.[C:24]1(C)[CH:29]=CC(S(O)(=O)=O)=C[CH:25]=1. The catalyst is CC(O)C.O.CCOC(C)=O. The product is [CH3:1][O:2][C:3](=[O:22])[C:4]1[CH:9]=[C:8]([CH:10]([O:13][CH:24]([CH3:29])[CH3:25])[CH2:11][CH3:12])[C:7]([C:14]([F:15])([F:16])[F:17])=[CH:6][C:5]=1[NH2:18]. The yield is 0.120. (2) The reactants are [O:1]1[CH2:5][CH2:4][CH2:3][CH2:2]1.[CH2:6]([OH:10])[CH:7]([CH3:9])[CH3:8].[H-].[Na+].[Br:13][C:14]1[N:31]([CH2:32][O:33][CH2:34][CH2:35][Si:36]([CH3:39])([CH3:38])[CH3:37])[C:17]2[CH:18]=[N:19][N:20]([CH2:23][O:24][CH2:25][CH2:26][Si:27]([CH3:30])([CH3:29])[CH3:28])C(=O)C=2C=1CBr. The catalyst is O. The product is [Br:13][C:14]1[N:31]([CH2:32][O:33][CH2:34][CH2:35][Si:36]([CH3:39])([CH3:38])[CH3:37])[C:17]2[CH:18]=[N:19][N:20]([CH2:23][O:24][CH2:25][CH2:26][Si:27]([CH3:28])([CH3:29])[CH3:30])[C:5](=[O:1])[C:4]=2[C:3]=1[CH2:2][O:10][CH2:6][CH:7]([CH3:9])[CH3:8]. The yield is 0.670. (3) The reactants are I[C:2]1[CH:3]=[C:4]([CH:14]=[CH:15][CH:16]=1)[O:5][CH2:6][C:7]([O:9][C:10]([CH3:13])([CH3:12])[CH3:11])=[O:8].[CH2:17]([OH:20])[C:18]#[CH:19].C(OCC)(=O)C. The catalyst is C(N(CC)CC)C.[Cu]I.Cl[Pd](Cl)([P](C1C=CC=CC=1)(C1C=CC=CC=1)C1C=CC=CC=1)[P](C1C=CC=CC=1)(C1C=CC=CC=1)C1C=CC=CC=1. The product is [OH:20][CH2:17][C:18]#[C:19][C:2]1[CH:3]=[C:4]([CH:14]=[CH:15][CH:16]=1)[O:5][CH2:6][C:7]([O:9][C:10]([CH3:13])([CH3:12])[CH3:11])=[O:8]. The yield is 0.680. (4) The reactants are [NH2:1][C:2]1[CH:14]=[CH:13][C:5]([CH:6]=[CH:7][C:8]([O:10][CH2:11][CH3:12])=[O:9])=[CH:4][CH:3]=1.[C:15]([O:19][C:20]([NH:22][C:23]1([C:27](O)=[O:28])[CH2:26][CH2:25][CH2:24]1)=[O:21])([CH3:18])([CH3:17])[CH3:16].O.ON1C2C=CC=CC=2N=N1.Cl.C(N=C=NCCCN(C)C)C. The catalyst is CN(C)C=O.O. The product is [C:15]([O:19][C:20]([NH:22][C:23]1([C:27]([NH:1][C:2]2[CH:3]=[CH:4][C:5](/[CH:6]=[CH:7]/[C:8]([O:10][CH2:11][CH3:12])=[O:9])=[CH:13][CH:14]=2)=[O:28])[CH2:26][CH2:25][CH2:24]1)=[O:21])([CH3:18])([CH3:17])[CH3:16]. The yield is 0.460. (5) The reactants are CC(C)([O-])C.[K+].[CH3:7][C:8]([CH3:13])([CH3:12])[C:9](=O)[CH3:10].[C:14](OCC)(=O)[C:15]([O:17][CH2:18][CH3:19])=[O:16].O.[NH2:25][NH2:26]. The catalyst is C(O)(=O)C.O1CCCC1. The product is [C:8]([C:9]1[CH:10]=[C:14]([C:15]([O:17][CH2:18][CH3:19])=[O:16])[NH:26][N:25]=1)([CH3:13])([CH3:12])[CH3:7]. The yield is 0.820.